From a dataset of Full USPTO retrosynthesis dataset with 1.9M reactions from patents (1976-2016). Predict the reactants needed to synthesize the given product. (1) Given the product [ClH:16].[Cl:16][C:13]1[CH:14]=[CH:15][C:10]([C@@H:9]2[O:8][CH2:7][CH2:6][NH:5][CH2:4][C@H:3]2[CH2:2][NH:1][C:33](=[O:34])[C:32]2[CH:36]=[CH:37][CH:38]=[CH:39][C:31]=2[C:28]2[N:27]=[C:26]([CH3:25])[O:30][N:29]=2)=[CH:11][C:12]=1[F:17], predict the reactants needed to synthesize it. The reactants are: [NH2:1][CH2:2][C@H:3]1[C@H:9]([C:10]2[CH:15]=[CH:14][C:13]([Cl:16])=[C:12]([F:17])[CH:11]=2)[O:8][CH2:7][CH2:6][N:5](C(OC(C)(C)C)=O)[CH2:4]1.[CH3:25][C:26]1[O:30][N:29]=[C:28]([C:31]2[CH:39]=[CH:38][CH:37]=[CH:36][C:32]=2[C:33](O)=[O:34])[N:27]=1. (2) The reactants are: N(C(OC(C)C)=O)=NC(OC(C)C)=O.[Cl:15][C:16]1[C:17]([OH:25])=[C:18]([CH:21]=[CH:22][C:23]=1[OH:24])[CH:19]=[O:20].C1(P(C2C=CC=CC=2)C2C=CC=CC=2)C=CC=CC=1.[O:45]1[CH2:50][CH2:49][O:48][C:47]2[CH:51]=[C:52]([C:55]3[C:56]([CH3:63])=[C:57]([CH2:61]O)[CH:58]=[CH:59][CH:60]=3)[CH:53]=[CH:54][C:46]1=2. Given the product [Cl:15][C:16]1[C:17]([OH:25])=[C:18]([CH:21]=[CH:22][C:23]=1[O:24][CH2:61][C:57]1[CH:58]=[CH:59][CH:60]=[C:55]([C:52]2[CH:53]=[CH:54][C:46]3[O:45][CH2:50][CH2:49][O:48][C:47]=3[CH:51]=2)[C:56]=1[CH3:63])[CH:19]=[O:20], predict the reactants needed to synthesize it. (3) Given the product [CH3:1][C:2]1[CH2:7][CH2:6][CH2:5][C:4]([CH3:9])([CH3:8])[C:3]=1/[CH:10]=[CH:11]/[C:12]([Cl:18])=[O:14], predict the reactants needed to synthesize it. The reactants are: [CH3:1][C:2]1[CH2:7][CH2:6][CH2:5][C:4]([CH3:9])([CH3:8])[C:3]=1/[CH:10]=[CH:11]/[C:12]([OH:14])=O.C(Cl)(=O)C([Cl:18])=O. (4) The reactants are: C(=O)([O-])[O-].[K+].[K+].[N+]([C:10]1[CH:17]=[CH:16][CH:15]=[C:12]([C:13]#[N:14])[C:11]=1[C:18]#[N:19])([O-])=O.[CH2:20]([C:29]1[CH:34]=[CH:33][C:32]([OH:35])=[CH:31][CH:30]=1)[CH2:21][CH2:22][CH2:23][CH2:24][CH2:25][CH2:26][CH2:27][CH3:28]. Given the product [CH2:20]([C:29]1[CH:30]=[CH:31][C:32]([O:35][C:10]2[CH:17]=[CH:16][CH:15]=[C:12]([C:13]#[N:14])[C:11]=2[C:18]#[N:19])=[CH:33][CH:34]=1)[CH2:21][CH2:22][CH2:23][CH2:24][CH2:25][CH2:26][CH2:27][CH3:28], predict the reactants needed to synthesize it.